Dataset: Full USPTO retrosynthesis dataset with 1.9M reactions from patents (1976-2016). Task: Predict the reactants needed to synthesize the given product. (1) Given the product [CH:18]([Si:11]([CH:15]([CH3:16])[CH3:17])([CH:12]([CH3:13])[CH3:14])[N:8]1[C:4]2[N:5]=[CH:6][CH:7]=[C:2]([C:23]#[N:25])[C:3]=2[CH:10]=[CH:9]1)([CH3:19])[CH3:20], predict the reactants needed to synthesize it. The reactants are: Cl[C:2]1[CH:7]=[CH:6][N:5]=[C:4]2[N:8]([Si:11]([CH:18]([CH3:20])[CH3:19])([CH:15]([CH3:17])[CH3:16])[CH:12]([CH3:14])[CH3:13])[CH:9]=[CH:10][C:3]=12.O.C[C:23]([N:25](C)C)=O. (2) Given the product [Br:10][C:11]1[CH:16]=[CH:15][C:14]([CH2:17][O:8][CH2:7][C@@H:6]([CH3:9])[CH2:5][O:4][CH3:3])=[CH:13][CH:12]=1, predict the reactants needed to synthesize it. The reactants are: [H-].[Na+].[CH3:3][O:4][CH2:5][C@H:6]([CH3:9])[CH2:7][OH:8].[Br:10][C:11]1[CH:16]=[CH:15][C:14]([CH2:17]Cl)=[CH:13][CH:12]=1.C(=O)([O-])O.[Na+]. (3) Given the product [F:1][C:2]1([F:61])[C:6]2[N:7]([CH2:14][C:15]([NH:17][C@H:18]([C:28]3[C:33]([C:34]4[CH:35]=[CH:36][CH:37]=[C:38]5[C:42]=4[N:41]([CH3:43])[N:40]=[C:39]5[NH:44][S:45]([C:48]4[CH:62]=[N:63][N:51]([CH3:53])[CH:52]=4)(=[O:47])=[O:46])=[CH:32][CH:31]=[C:30]([C:54]#[C:55][C:56]([OH:59])([CH3:57])[CH3:58])[N:29]=3)[CH2:19][C:20]3[CH:21]=[C:22]([F:27])[CH:23]=[C:24]([F:26])[CH:25]=3)=[O:16])[N:8]=[C:9]([C:10]([F:13])([F:11])[F:12])[C:5]=2[C@H:4]2[CH2:60][C@@H:3]12, predict the reactants needed to synthesize it. The reactants are: [F:1][C:2]1([F:61])[C:6]2[N:7]([CH2:14][C:15]([NH:17][C@H:18]([C:28]3[C:33]([C:34]4[CH:35]=[CH:36][CH:37]=[C:38]5[C:42]=4[N:41]([CH3:43])[N:40]=[C:39]5[NH:44][S:45]([C:48]4N=C[N:51]([CH3:53])[CH:52]=4)(=[O:47])=[O:46])=[CH:32][CH:31]=[C:30]([C:54]#[C:55][C:56]([OH:59])([CH3:58])[CH3:57])[N:29]=3)[CH2:19][C:20]3[CH:25]=[C:24]([F:26])[CH:23]=[C:22]([F:27])[CH:21]=3)=[O:16])[N:8]=[C:9]([C:10]([F:13])([F:12])[F:11])[C:5]=2[C@H:4]2[CH2:60][C@@H:3]12.[CH3:62][N:63]1C=C(S(Cl)(=O)=O)C=N1.